This data is from Catalyst prediction with 721,799 reactions and 888 catalyst types from USPTO. The task is: Predict which catalyst facilitates the given reaction. (1) Reactant: [C:1]([C:3]1[C:11]2[C:6](=[N:7][CH:8]=[CH:9][C:10]=2[O:12][C:13]2[CH:18]=[CH:17][C:16]([NH:19]C(=O)C)=[CH:15][C:14]=2[F:23])[N:5](S(C2C=CC(C)=CC=2)(=O)=O)[CH:4]=1)#[N:2].[OH-].[Na+]. Product: [NH2:19][C:16]1[CH:17]=[CH:18][C:13]([O:12][C:10]2[CH:9]=[CH:8][N:7]=[C:6]3[NH:5][CH:4]=[C:3]([C:1]#[N:2])[C:11]=23)=[C:14]([F:23])[CH:15]=1. The catalyst class is: 353. (2) Reactant: [CH2:1]([N:8]1[CH:13]=[CH:12][C:11]([O:14][CH2:15][C:16]2[CH:21]=[CH:20][CH:19]=[CH:18][CH:17]=2)=[C:10](I)[C:9]1=[O:23])[C:2]1[CH:7]=[CH:6][CH:5]=[CH:4][CH:3]=1.[CH:24]([Sn](CCCC)(CCCC)CCCC)=[CH2:25].CN(C=O)C. Product: [CH2:1]([N:8]1[CH:13]=[CH:12][C:11]([O:14][CH2:15][C:16]2[CH:21]=[CH:20][CH:19]=[CH:18][CH:17]=2)=[C:10]([CH:24]=[CH2:25])[C:9]1=[O:23])[C:2]1[CH:7]=[CH:6][CH:5]=[CH:4][CH:3]=1. The catalyst class is: 10.